From a dataset of Forward reaction prediction with 1.9M reactions from USPTO patents (1976-2016). Predict the product of the given reaction. (1) Given the reactants [Cl:1][C:2]1[C:7]([N+:8]([O-])=O)=[C:6]([NH:11][CH2:12][CH:13]([CH3:15])[CH3:14])[CH:5]=[C:4]([CH3:16])[N:3]=1.[H][H], predict the reaction product. The product is: [Cl:1][C:2]1[C:7]([NH2:8])=[C:6]([NH:11][CH2:12][CH:13]([CH3:14])[CH3:15])[CH:5]=[C:4]([CH3:16])[N:3]=1. (2) Given the reactants [NH:1]1[CH2:6][CH2:5][CH:4]([O:7][C:8]2[CH:15]=[CH:14][C:13]([C:16]3[N:24]=[CH:23][N:22]=[C:21]4[C:17]=3[N:18]=[C:19]([C:25]3[CH:30]=[CH:29][C:28]([CH:31]5[CH2:36][CH2:35][N:34]([CH2:37][C:38]([F:41])([F:40])[F:39])[CH2:33][CH2:32]5)=[CH:27][CH:26]=3)[NH:20]4)=[CH:12][C:9]=2[C:10]#[N:11])[CH2:3][CH2:2]1.[CH:42](O)=[O:43].CCN(C(C)C)C(C)C.CN(C(ON1N=NC2C=CC=NC1=2)=[N+](C)C)C.F[P-](F)(F)(F)(F)F, predict the reaction product. The product is: [CH:42]([N:1]1[CH2:2][CH2:3][CH:4]([O:7][C:8]2[CH:15]=[CH:14][C:13]([C:16]3[N:24]=[CH:23][N:22]=[C:21]4[C:17]=3[N:18]=[C:19]([C:25]3[CH:26]=[CH:27][C:28]([CH:31]5[CH2:36][CH2:35][N:34]([CH2:37][C:38]([F:40])([F:39])[F:41])[CH2:33][CH2:32]5)=[CH:29][CH:30]=3)[NH:20]4)=[CH:12][C:9]=2[C:10]#[N:11])[CH2:5][CH2:6]1)=[O:43]. (3) Given the reactants [CH:1]([O:4][C:5]1[CH:6]=[C:7]([CH:11]=[CH:12][CH:13]=1)[C:8]([OH:10])=O)([CH3:3])[CH3:2].[NH2:14][C@@H:15]1[C@H:19]2[O:20][CH2:21][C@H:22]([NH:23][C:24]([CH:26]3[CH2:28][CH2:27]3)=[O:25])[C@H:18]2[O:17][CH2:16]1, predict the reaction product. The product is: [CH:26]1([C:24]([NH:23][C@@H:22]2[C@H:18]3[O:17][CH2:16][C@H:15]([NH:14][C:8](=[O:10])[C:7]4[CH:11]=[CH:12][CH:13]=[C:5]([O:4][CH:1]([CH3:2])[CH3:3])[CH:6]=4)[C@H:19]3[O:20][CH2:21]2)=[O:25])[CH2:27][CH2:28]1. (4) Given the reactants [NH:1]1[C:9]2[C:4](=[CH:5][C:6]([NH:10][C:11]3[CH:20]=[CH:19][C:18]([Cl:21])=[CH:17][C:12]=3[C:13]([O:15][CH3:16])=[O:14])=[CH:7][CH:8]=2)[CH:3]=[CH:2]1.CC(C)([O-])C.[K+].Br[CH2:29][C:30]1[CH:31]=[C:32]([CH:41]=[CH:42][CH:43]=1)[O:33][Si:34]([C:37]([CH3:40])([CH3:39])[CH3:38])([CH3:36])[CH3:35].Cl, predict the reaction product. The product is: [Si:34]([O:33][C:32]1[CH:31]=[C:30]([CH:43]=[CH:42][CH:41]=1)[CH2:29][N:1]1[C:9]2[C:4](=[CH:5][C:6]([NH:10][C:11]3[CH:20]=[CH:19][C:18]([Cl:21])=[CH:17][C:12]=3[C:13]([O:15][CH3:16])=[O:14])=[CH:7][CH:8]=2)[CH:3]=[CH:2]1)([C:37]([CH3:40])([CH3:39])[CH3:38])([CH3:36])[CH3:35]. (5) Given the reactants [CH3:1][N:2]1[C:6]2[CH:7]=[C:8]([OH:11])[CH:9]=[CH:10][C:5]=2[N:4]=[CH:3]1.C(=O)([O-])[O-].[K+].[K+].C1C=CC(N([S:25]([C:28]([F:31])([F:30])[F:29])(=[O:27])=[O:26])[S:25]([C:28]([F:31])([F:30])[F:29])(=[O:27])=[O:26])=CC=1, predict the reaction product. The product is: [CH3:1][N:2]1[C:6]2[CH:7]=[C:8]([O:11][S:25]([C:28]([F:31])([F:30])[F:29])(=[O:27])=[O:26])[CH:9]=[CH:10][C:5]=2[N:4]=[CH:3]1.